From a dataset of Catalyst prediction with 721,799 reactions and 888 catalyst types from USPTO. Predict which catalyst facilitates the given reaction. (1) Reactant: [Cl:1][C:2]1[C:10]([N:11]2[CH2:16][CH2:15][N:14]([CH2:17][CH:18]=O)[CH2:13][CH2:12]2)=[CH:9][CH:8]=[C:7]2[C:3]=1[CH:4]=[CH:5][N:6]2[C:20]([O:22][C:23]([CH3:26])([CH3:25])[CH3:24])=[O:21].[CH3:27][CH2:28][CH2:29][NH:30][C@H:31]1[CH2:36][C:35]2[S:37][C:38]([NH2:40])=[N:39][C:34]=2[CH2:33][CH2:32]1.[BH-](OC(C)=O)(OC(C)=O)OC(C)=O.[Na+]. Product: [NH2:40][C:38]1[S:37][C:35]2[CH2:36][C@H:31]([N:30]([CH2:29][CH2:28][CH3:27])[CH2:18][CH2:17][N:14]3[CH2:13][CH2:12][N:11]([C:10]4[C:2]([Cl:1])=[C:3]5[C:7](=[CH:8][CH:9]=4)[N:6]([C:20]([O:22][C:23]([CH3:25])([CH3:26])[CH3:24])=[O:21])[CH:5]=[CH:4]5)[CH2:16][CH2:15]3)[CH2:32][CH2:33][C:34]=2[N:39]=1. The catalyst class is: 2. (2) Reactant: [C:1]([C:5]1[CH:22]=[CH:21][CH:20]=[CH:19][C:6]=1[O:7][CH:8]1[CH2:13][CH2:12][N:11]([C:14](=[O:18])[C:15](O)=[O:16])[CH2:10][CH2:9]1)([CH3:4])([CH3:3])[CH3:2].C(Cl)(=O)C(Cl)=O.[NH:29]1[C:33]([NH2:34])=[N:32][N:31]=[N:30]1.C(N(CC)CC)C. Product: [C:1]([C:5]1[CH:22]=[CH:21][CH:20]=[CH:19][C:6]=1[O:7][CH:8]1[CH2:13][CH2:12][N:11]([C:14](=[O:18])[C:15]([NH:34][C:33]2[NH:32][N:31]=[N:30][N:29]=2)=[O:16])[CH2:10][CH2:9]1)([CH3:4])([CH3:3])[CH3:2]. The catalyst class is: 11. (3) Reactant: [F:1][C:2]1[CH:3]=[C:4]([S:17][C:18]2[CH:27]=[CH:26][C:21]([C:22]([O:24]C)=[O:23])=[CH:20][C:19]=2[NH:28][C:29]2[C:30]3[CH:38]=[CH:37][C:36]([CH:39]([CH3:41])[CH3:40])=[N:35][C:31]=3[N:32]=[CH:33][N:34]=2)[CH:5]=[CH:6][C:7]=1[NH:8]C(OCC(Cl)(Cl)Cl)=O.[Li+].[OH-]. Product: [NH2:8][C:7]1[CH:6]=[CH:5][C:4]([S:17][C:18]2[CH:27]=[CH:26][C:21]([C:22]([OH:24])=[O:23])=[CH:20][C:19]=2[NH:28][C:29]2[C:30]3[CH:38]=[CH:37][C:36]([CH:39]([CH3:40])[CH3:41])=[N:35][C:31]=3[N:32]=[CH:33][N:34]=2)=[CH:3][C:2]=1[F:1]. The catalyst class is: 1. (4) Reactant: [CH:1]12[CH2:10][CH:5]3[CH2:6][CH:7]([CH2:9][CH:3]([CH2:4]3)[CH:2]1[N:11]1[CH:14]([C:15]3[C:20]4[O:21][CH2:22][CH:23]=[CH:24][CH2:25][C:19]=4[CH:18]=[CH:17][CH:16]=3)[C:13]([CH3:27])([CH3:26])[C:12]1=[O:28])[CH2:8]2. Product: [CH:1]12[CH2:10][CH:5]3[CH2:6][CH:7]([CH2:9][CH:3]([CH2:4]3)[CH:2]1[N:11]1[CH:14]([C:15]3[C:20]4[O:21][CH2:22][CH2:23][CH2:24][CH2:25][C:19]=4[CH:18]=[CH:17][CH:16]=3)[C:13]([CH3:26])([CH3:27])[C:12]1=[O:28])[CH2:8]2. The catalyst class is: 5. (5) Reactant: [Br:1][C:2]1[C:11]2[C:10]([CH3:13])([CH3:12])[CH2:9][CH:8]=[C:7]([CH:14]([CH3:16])[CH3:15])[C:6]=2[CH:5]=[C:4](/[C:17](/[CH3:30])=[C:18](/[F:29])\[CH:19]=[CH:20]\[C:21](\[CH3:28])=[CH:22]\[C:23]([O:25]CC)=[O:24])[C:3]=1[O:31][CH2:32][CH2:33][CH3:34].[OH-].[Na+]. Product: [Br:1][C:2]1[C:11]2[C:10]([CH3:13])([CH3:12])[CH2:9][CH:8]=[C:7]([CH:14]([CH3:16])[CH3:15])[C:6]=2[CH:5]=[C:4](/[C:17](/[CH3:30])=[C:18](/[F:29])\[CH:19]=[CH:20]\[C:21](\[CH3:28])=[CH:22]/[C:23]([OH:25])=[O:24])[C:3]=1[O:31][CH2:32][CH2:33][CH3:34]. The catalyst class is: 8.